Dataset: Forward reaction prediction with 1.9M reactions from USPTO patents (1976-2016). Task: Predict the product of the given reaction. (1) The product is: [CH3:26][O:25][C:23]1[CH:22]=[C:21]2[C:8]([C@@:9]3([CH3:30])[C@H:18]([CH2:19][S:20]2)[C@:17]2([CH3:27])[C@H:12]([C:13]([CH3:29])([CH3:28])[CH2:14][CH2:15][CH2:16]2)[CH2:11][CH2:10]3)=[C:33]([C:34]([OH:36])=[O:35])[CH:24]=1. Given the reactants FC(F)(F)S(OC1[CH:24]=[C:23]([O:25][CH3:26])[CH:22]=[C:21]2[C:8]=1[C@@:9]1([CH3:30])[C@H:18]([CH2:19][S:20]2)[C@:17]2([CH3:27])[C@H:12]([C:13]([CH3:29])([CH3:28])[CH2:14][CH2:15][CH2:16]2)[CH2:11][CH2:10]1)(=O)=O.[CH3:33][C:34]([O-:36])=[O:35].[K+], predict the reaction product. (2) Given the reactants C1(P(C2CCCCC2)C2C=CC=CC=2C2C=CC=CC=2)CCCCC1.[CH2:26]([C:33]1[CH:38]=[C:37]([CH3:39])[N:36]=[C:35](Cl)[N:34]=1)[C:27]1[CH:32]=[CH:31][CH:30]=[CH:29][CH:28]=1.[F:41][C:42]1[CH:43]=[C:44]([NH2:54])[CH:45]=[CH:46][C:47]=1[N:48]1[CH:52]=[N:51][C:50]([CH3:53])=[N:49]1.C(=O)([O-])[O-].[K+].[K+], predict the reaction product. The product is: [CH2:26]([C:33]1[CH:38]=[C:37]([CH3:39])[N:36]=[C:35]([NH:54][C:44]2[CH:45]=[CH:46][C:47]([N:48]3[CH:52]=[N:51][C:50]([CH3:53])=[N:49]3)=[C:42]([F:41])[CH:43]=2)[N:34]=1)[C:27]1[CH:32]=[CH:31][CH:30]=[CH:29][CH:28]=1. (3) Given the reactants [H-].[Na+].[F:3][C:4]([F:36])([F:35])[O:5][C:6]1[CH:11]=[CH:10][C:9]([N:12]2[CH2:17][CH2:16][N:15]([C:18]([O:20][CH2:21][C:22]([OH:34])([CH3:33])[CH2:23][N:24]3[CH:28]=[C:27]([N+:29]([O-:31])=[O:30])[N:26]=[C:25]3Cl)=[O:19])[CH2:14][CH2:13]2)=[CH:8][CH:7]=1, predict the reaction product. The product is: [F:3][C:4]([F:36])([F:35])[O:5][C:6]1[CH:11]=[CH:10][C:9]([N:12]2[CH2:17][CH2:16][N:15]([C:18]([O:20][CH2:21][C:22]3([CH3:33])[O:34][C:25]4=[N:26][C:27]([N+:29]([O-:31])=[O:30])=[CH:28][N:24]4[CH2:23]3)=[O:19])[CH2:14][CH2:13]2)=[CH:8][CH:7]=1. (4) Given the reactants O=[C:2]([CH3:12])[CH:3]([C:6]1[CH:7]=[N:8][CH:9]=[CH:10][CH:11]=1)[C:4]#[N:5].Br.[NH2:14][NH2:15], predict the reaction product. The product is: [CH3:12][C:2]1[NH:15][N:14]=[C:4]([NH2:5])[C:3]=1[C:6]1[CH:7]=[N:8][CH:9]=[CH:10][CH:11]=1. (5) The product is: [CH2:1]([O:8][C:9]1[CH:14]=[CH:13][C:12]([C:15]2[NH:29][C:18]3=[N:19][C:20]([CH:23]4[CH2:28][CH2:27][N:26]([S:41]([CH2:39][CH3:40])(=[O:43])=[O:42])[CH2:25][CH2:24]4)=[CH:21][CH:22]=[C:17]3[N:16]=2)=[CH:11][CH:10]=1)[C:2]1[CH:3]=[CH:4][CH:5]=[CH:6][CH:7]=1. Given the reactants [CH2:1]([O:8][C:9]1[CH:14]=[CH:13][C:12]([C:15]2[NH:29][C:18]3=[N:19][C:20]([CH:23]4[CH2:28][CH2:27][NH:26][CH2:25][CH2:24]4)=[CH:21][CH:22]=[C:17]3[N:16]=2)=[CH:11][CH:10]=1)[C:2]1[CH:7]=[CH:6][CH:5]=[CH:4][CH:3]=1.CCN(C(C)C)C(C)C.[CH2:39]([S:41](Cl)(=[O:43])=[O:42])[CH3:40].O, predict the reaction product. (6) Given the reactants [CH3:1][CH:2]1[O:7][CH:6]([CH3:8])[CH2:5][N:4]([C:9]2[CH:14]=[CH:13][C:12]([CH2:15][NH2:16])=[CH:11][CH:10]=2)[CH2:3]1.[N:17]([C:20]1[CH:29]=[CH:28][CH:27]=[C:26]2[C:21]=1[CH:22]=[CH:23][N:24]=[CH:25]2)=[C:18]=[O:19], predict the reaction product. The product is: [CH3:8][CH:6]1[O:7][CH:2]([CH3:1])[CH2:3][N:4]([C:9]2[CH:14]=[CH:13][C:12]([CH2:15][NH:16][C:18]([NH:17][C:20]3[CH:29]=[CH:28][CH:27]=[C:26]4[C:21]=3[CH:22]=[CH:23][N:24]=[CH:25]4)=[O:19])=[CH:11][CH:10]=2)[CH2:5]1. (7) Given the reactants [CH3:1][O:2][C:3](=[O:30])[CH2:4][CH2:5][C@H:6]([C@@H:8]1[C@:25]2([CH3:26])[C@H:11]([C@H:12]3[C@H:22]([CH2:23][C@@H:24]2[OH:27])[C@:20]2([CH3:21])[C@@H:15]([CH2:16][C@@H:17]([NH2:28])[CH2:18][CH2:19]2)[CH2:14][C@H:13]3[OH:29])[CH2:10][CH2:9]1)[CH3:7].C(N([CH2:36][CH3:37])CC)C.[C:38](Cl)(=[O:44])[CH2:39][CH2:40][CH2:41][CH2:42][CH3:43].O, predict the reaction product. The product is: [CH3:1][O:2][C:3](=[O:30])[CH2:4][CH2:5][C@H:6]([C@@H:8]1[C@:25]2([CH3:26])[C@H:11]([C@H:12]3[C@H:22]([CH2:23][C@@H:24]2[OH:27])[C@:20]2([CH3:21])[C@@H:15]([CH2:16][C@@H:17]([NH:28][C:38](=[O:44])[CH2:39][CH2:40][CH2:41][CH2:42][CH2:43][CH2:36][CH3:37])[CH2:18][CH2:19]2)[CH2:14][C@H:13]3[OH:29])[CH2:10][CH2:9]1)[CH3:7]. (8) Given the reactants C([O-])(O)=O.[Na+].[CH3:6][O:7][C:8](=[O:25])[C@@H:9]([NH2:24])[CH2:10][C:11]1[CH:16]=[CH:15][C:14]([N+:17]([O-:19])=[O:18])=[C:13]([O:20][CH2:21][CH2:22][CH3:23])[CH:12]=1.[O:26](C(OC(C)(C)C)=O)[C:27]([O:29][C:30]([CH3:33])([CH3:32])[CH3:31])=O, predict the reaction product. The product is: [CH3:6][O:7][C:8](=[O:25])[C@@H:9]([NH:24][C:27]([O:29][C:30]([CH3:33])([CH3:32])[CH3:31])=[O:26])[CH2:10][C:11]1[CH:16]=[CH:15][C:14]([N+:17]([O-:19])=[O:18])=[C:13]([O:20][CH2:21][CH2:22][CH3:23])[CH:12]=1. (9) Given the reactants [Br:1][C:2]1[CH:3]=[C:4]([CH:33]=[C:34]([CH2:36][CH2:37][CH2:38][O:39][CH3:40])[CH:35]=1)[CH2:5][N:6]([CH:30]1[CH2:32][CH2:31]1)[C:7]([C@H:9]1[C@H:14]([C:15]2[CH:20]=[CH:19][N:18]([CH3:21])[C:17](=[O:22])[CH:16]=2)[CH2:13][CH2:12][N:11](C(OC(C)(C)C)=O)[CH2:10]1)=[O:8].Cl, predict the reaction product. The product is: [Br:1][C:2]1[CH:3]=[C:4]([CH2:5][N:6]([CH:30]2[CH2:32][CH2:31]2)[C:7]([C@H:9]2[C@H:14]([C:15]3[CH:20]=[CH:19][N:18]([CH3:21])[C:17](=[O:22])[CH:16]=3)[CH2:13][CH2:12][NH:11][CH2:10]2)=[O:8])[CH:33]=[C:34]([CH2:36][CH2:37][CH2:38][O:39][CH3:40])[CH:35]=1.